This data is from Forward reaction prediction with 1.9M reactions from USPTO patents (1976-2016). The task is: Predict the product of the given reaction. Given the reactants [CH3:1][O:2][C:3]1[CH:4]=[CH:5][C:6]2[O:10][CH:9]=[C:8]([CH2:11][CH2:12]I)[C:7]=2[CH:14]=1.[CH:15]([C:18]1[CH:19]=[C:20]2[C:25](=[C:26]([N:28]3[CH2:33][CH2:32][NH:31][CH2:30][CH2:29]3)[CH:27]=1)[N:24]=[CH:23][CH:22]=[CH:21]2)([CH3:17])[CH3:16], predict the reaction product. The product is: [CH3:1][O:2][C:3]1[CH:4]=[CH:5][C:6]2[O:10][CH:9]=[C:8]([CH2:11][CH2:12][N:31]3[CH2:32][CH2:33][N:28]([C:26]4[CH:27]=[C:18]([CH:15]([CH3:17])[CH3:16])[CH:19]=[C:20]5[C:25]=4[N:24]=[CH:23][CH:22]=[CH:21]5)[CH2:29][CH2:30]3)[C:7]=2[CH:14]=1.